This data is from Catalyst prediction with 721,799 reactions and 888 catalyst types from USPTO. The task is: Predict which catalyst facilitates the given reaction. (1) Reactant: C([NH:8][C@@H:9]1[CH2:14][CH2:13][N:12]([C:15]([O:17][C:18]([CH3:21])([CH3:20])[CH3:19])=[O:16])[CH2:11][C@H:10]1[F:22])C1C=CC=CC=1. Product: [NH2:8][C@@H:9]1[CH2:14][CH2:13][N:12]([C:15]([O:17][C:18]([CH3:20])([CH3:19])[CH3:21])=[O:16])[CH2:11][C@H:10]1[F:22]. The catalyst class is: 50. (2) Reactant: [CH:1]1([CH:7]([NH2:10])[CH2:8][CH3:9])[CH2:6][CH2:5][CH2:4][CH2:3][CH2:2]1.[I:11][C:12]1[C:20]2[C:15](=[CH:16][CH:17]=[C:18]([C:21](O)=[O:22])[CH:19]=2)[NH:14][N:13]=1.CCN(C(C)C)C(C)C.CN(C(ON1N=NC2C=CC=CC1=2)=[N+](C)C)C.[B-](F)(F)(F)F. Product: [CH:1]1([CH:7]([NH:10][C:21]([C:18]2[CH:19]=[C:20]3[C:15](=[CH:16][CH:17]=2)[NH:14][N:13]=[C:12]3[I:11])=[O:22])[CH2:8][CH3:9])[CH2:6][CH2:5][CH2:4][CH2:3][CH2:2]1. The catalyst class is: 173. (3) Reactant: [O:1]1[CH2:5][CH2:4][CH:3]([CH2:6][NH:7][C:8](=[O:17])[O:9][CH2:10][C:11]2[CH:16]=[CH:15][CH:14]=[CH:13][CH:12]=2)[CH2:2]1. Product: [O:1]1[CH2:5][CH2:4][C@H:3]([CH2:6][NH:7][C:8](=[O:17])[O:9][CH2:10][C:11]2[CH:16]=[CH:15][CH:14]=[CH:13][CH:12]=2)[CH2:2]1.[O:1]1[CH2:5][CH2:4][C@@H:3]([CH2:6][NH:7][C:8](=[O:17])[O:9][CH2:10][C:11]2[CH:16]=[CH:15][CH:14]=[CH:13][CH:12]=2)[CH2:2]1. The catalyst class is: 7. (4) Reactant: [NH2:1][C:2]1[C:10]([N+:11]([O-:13])=[O:12])=[CH:9][C:8]([Br:14])=[CH:7][C:3]=1[C:4]([OH:6])=[O:5].[N+](=[CH2:17])=[N-]. Product: [CH3:17][O:5][C:4](=[O:6])[C:3]1[CH:7]=[C:8]([Br:14])[CH:9]=[C:10]([N+:11]([O-:13])=[O:12])[C:2]=1[NH2:1]. The catalyst class is: 5. (5) Reactant: [CH3:1][O:2][C:3]1[CH:19]=[CH:18][C:6]([CH:7]=[C:8]2[C:16]3[C:11](=[CH:12][CH:13]=[CH:14][CH:15]=3)[C:10](=[O:17])[O:9]2)=[CH:5][C:4]=1[N+:20]([O-])=O.[Cl-].[NH4+]. Product: [NH2:20][C:4]1[CH:5]=[C:6]([CH:18]=[CH:19][C:3]=1[O:2][CH3:1])[CH:7]=[C:8]1[C:16]2[C:11](=[CH:12][CH:13]=[CH:14][CH:15]=2)[C:10](=[O:17])[O:9]1. The catalyst class is: 150. (6) Reactant: Cl.[C@@H:2]12[NH:9][C@@H:6]([CH2:7][CH2:8]1)[CH2:5][N:4]([C:10]1[CH:15]=[CH:14][N:13]=[C:12]([NH:16][C:17]3[CH:18]=[N:19][N:20]([CH3:22])[CH:21]=3)[N:11]=1)[CH2:3]2.[N-:23]=[C:24]=[O:25].[Na+].C(O)(=O)C. Product: [CH3:22][N:20]1[CH:21]=[C:17]([NH:16][C:12]2[N:11]=[C:10]([N:4]3[CH2:5][C@H:6]4[N:9]([C:24]([NH2:23])=[O:25])[C@H:2]([CH2:8][CH2:7]4)[CH2:3]3)[CH:15]=[CH:14][N:13]=2)[CH:18]=[N:19]1. The catalyst class is: 2. (7) Reactant: [F:1][CH:2]([F:26])[C:3]1[O:4][C:5]2[C:10]([C:11](=[O:24])[C:12]=1[C:13]1[CH:23]=[CH:22][C:16]([C:17]([O:19]CC)=[O:18])=[CH:15][CH:14]=1)=[CH:9][CH:8]=[C:7]([OH:25])[CH:6]=2.Cl. Product: [F:26][CH:2]([F:1])[C:3]1[O:4][C:5]2[C:10]([C:11](=[O:24])[C:12]=1[C:13]1[CH:14]=[CH:15][C:16]([C:17]([OH:19])=[O:18])=[CH:22][CH:23]=1)=[CH:9][CH:8]=[C:7]([OH:25])[CH:6]=2. The catalyst class is: 12.